This data is from Forward reaction prediction with 1.9M reactions from USPTO patents (1976-2016). The task is: Predict the product of the given reaction. Given the reactants [CH2:1]([O:3][C:4]([C:6]1[CH:7]=[N:8][C:9]2[C:14]([C:15]=1Cl)=[CH:13][C:12]([F:17])=[CH:11][CH:10]=2)=[O:5])[CH3:2], predict the reaction product. The product is: [CH2:1]([O:3][C:4]([C:6]1[CH:7]=[N:8][C:9]2[C:14]([CH:15]=1)=[CH:13][C:12]([F:17])=[CH:11][CH:10]=2)=[O:5])[CH3:2].